This data is from Drug-target binding data from BindingDB using IC50 measurements. The task is: Regression. Given a target protein amino acid sequence and a drug SMILES string, predict the binding affinity score between them. We predict pIC50 (pIC50 = -log10(IC50 in M); higher means more potent). Dataset: bindingdb_ic50. The pIC50 is 5.7. The compound is O=C(O)C(=O)CC(=O)c1ccccc1. The target protein sequence is MTDRVSVGNLRIARVLYDFVNNEALPGTDIDPDSFWAGVDKVVADLTPQNQALLNARDELQAQIDKWHRRRVIEPIDMDAYRQFLTEIGYLLPEPDDFTITTSGVDAEITTTAGPQLVVPVLNARFALNAANARWGSLYDALYGTDVIPETDGAEKGPTYNKVRGDKVIAYARKFLDDSVPLSSGSFGDATGFTVQDGQLVVALPDKSTGLANPGQFAGYTGAAESPTSVLLINHGLHIEILIDPESQVGTTDRAGVKDVILESAITTIMDFEDSVAAVDAADKVLGYRNWLGLNKGDLAAAVDKDGTAFLRVLNRDRNYTAPGGGQFTLPGRSLMFVRNVGHLMTNDAIVDTDGSEVFEGIMDALFTGLIAIHGLKASDVNGPLINSRTGSIYIVKPKMHGPAEVAFTCELFSRVEDVLGLPQNTMKIGIMDEERRTTVNLKACIKAAADRVVFINTGFLDRTGDEIHTSMEAGPMVRKGTMKSQPWILAYEDHNVDAG....